This data is from Full USPTO retrosynthesis dataset with 1.9M reactions from patents (1976-2016). The task is: Predict the reactants needed to synthesize the given product. The reactants are: [CH:1]1([C:7]2[C:15]3[C:10](=[CH:11][C:12]([C:16]([O:18][CH3:19])=[O:17])=[CH:13][CH:14]=3)[NH:9][C:8]=2[C:20]2[CH:25]=[CH:24][CH:23]=[CH:22][C:21]=2[CH:26]=[CH2:27])[CH2:6][CH2:5][CH2:4][CH2:3][CH2:2]1.[H-].[Na+].Br[CH2:31][CH2:32][CH:33]=[CH2:34]. Given the product [CH2:34]([N:9]1[C:10]2[C:15](=[CH:14][CH:13]=[C:12]([C:16]([O:18][CH3:19])=[O:17])[CH:11]=2)[C:7]([CH:1]2[CH2:6][CH2:5][CH2:4][CH2:3][CH2:2]2)=[C:8]1[C:20]1[CH:25]=[CH:24][CH:23]=[CH:22][C:21]=1[CH:26]=[CH2:27])[CH2:33][CH:32]=[CH2:31], predict the reactants needed to synthesize it.